Dataset: Reaction yield outcomes from USPTO patents with 853,638 reactions. Task: Predict the reaction yield, written as a fraction of the theoretical maximum amount of product (1.0 means a 100% yield; for example, 0.34 means a 34% yield). (1) The reactants are [CH3:1][O:2][C:3]1[C:10]([O:11][CH3:12])=[CH:9][CH:8]=[CH:7][C:4]=1[CH:5]=[O:6].Br[C:14]1[CH:19]=[C:18]([O:20][CH3:21])[CH:17]=[C:16]([O:22][CH3:23])[CH:15]=1.C([Li])CCC.O1C2C=CC(C(C3C=C(OC)C=C(OC)C=3)O)=CC=2OCC1. No catalyst specified. The product is [CH3:1][O:2][C:3]1[C:10]([O:11][CH3:12])=[CH:9][CH:8]=[CH:7][C:4]=1[CH:5]([C:14]1[CH:19]=[C:18]([O:20][CH3:21])[CH:17]=[C:16]([O:22][CH3:23])[CH:15]=1)[OH:6]. The yield is 0.890. (2) The reactants are N1C=NN=N1.[N:6]1[CH:11]=[CH:10][C:9]([C:12]2[N:13]=[C:14]([NH:17][C:18]3[CH:19]=[C:20]([OH:24])[CH:21]=[CH:22][CH:23]=3)[S:15][CH:16]=2)=[CH:8][CH:7]=1.C(N(C(C)C)[P:29]([O:35][C:36]([CH3:39])([CH3:38])[CH3:37])[O:30][C:31]([CH3:34])([CH3:33])[CH3:32])(C)C.C1C=C(Cl)C=C(C(OO)=[O:51])C=1.OS([O-])=O.[Na+]. The catalyst is CC#N.C1COCC1.C(Cl)Cl. The product is [P:29]([O:24][C:20]1[CH:21]=[CH:22][CH:23]=[C:18]([NH:17][C:14]2[S:15][CH:16]=[C:12]([C:9]3[CH:8]=[CH:7][N:6]=[CH:11][CH:10]=3)[N:13]=2)[CH:19]=1)([O:30][C:31]([CH3:32])([CH3:33])[CH3:34])([O:35][C:36]([CH3:37])([CH3:38])[CH3:39])=[O:51]. The yield is 0.460.